This data is from Forward reaction prediction with 1.9M reactions from USPTO patents (1976-2016). The task is: Predict the product of the given reaction. (1) Given the reactants [CH3:1][O:2][C:3]1[C:4]([NH:14][C:15](=[O:19])OCC)=[N:5][C:6]2[C:11]([N:12]=1)=[CH:10][C:9]([CH3:13])=[CH:8][CH:7]=2.[N:20]1[CH:25]=[CH:24][CH:23]=[N:22][C:21]=1[N:26]1[CH2:31][CH2:30][NH:29][CH2:28][CH2:27]1, predict the reaction product. The product is: [CH3:1][O:2][C:3]1[C:4]([NH:14][C:15]([N:29]2[CH2:30][CH2:31][N:26]([C:21]3[N:20]=[CH:25][CH:24]=[CH:23][N:22]=3)[CH2:27][CH2:28]2)=[O:19])=[N:5][C:6]2[C:11]([N:12]=1)=[CH:10][C:9]([CH3:13])=[CH:8][CH:7]=2. (2) Given the reactants [F:1][C:2]1[C:11]([F:12])=[C:10]2[C:5]([CH:6]=[CH:7][CH:8]([CH:13]3[CH2:18][CH2:17][CH:16]([CH2:19][CH2:20][CH3:21])[CH2:15][CH2:14]3)[O:9]2)=[C:4]2[CH2:22][CH2:23][CH2:24][O:25][C:3]=12, predict the reaction product. The product is: [F:12][C:11]1[C:2]([F:1])=[C:3]2[C:4]([CH2:22][CH2:23][CH2:24][O:25]2)=[C:5]2[CH2:6][CH2:7][CH:8]([CH:13]3[CH2:18][CH2:17][CH:16]([CH2:19][CH2:20][CH3:21])[CH2:15][CH2:14]3)[O:9][C:10]=12. (3) Given the reactants [Cl:1][C:2]1[CH:10]=[CH:9][C:8]2[NH:7][C:6]3[CH2:11][CH2:12][N:13]([CH3:16])[CH2:14][CH2:15][C:5]=3[C:4]=2[CH:3]=1.N1CCC[C@H]1C(O)=O.[O-]P([O-])([O-])=O.[K+].[K+].[K+].Cl[CH2:34][C:35]([N:37]1[CH2:42][CH2:41][NH:40][CH2:39][CH2:38]1)=[O:36], predict the reaction product. The product is: [Cl:1][C:2]1[CH:10]=[CH:9][C:8]2[N:7]([CH2:34][C:35]([N:37]3[CH2:42][CH2:41][NH:40][CH2:39][CH2:38]3)=[O:36])[C:6]3[CH2:11][CH2:12][N:13]([CH3:16])[CH2:14][CH2:15][C:5]=3[C:4]=2[CH:3]=1. (4) Given the reactants [NH2:1][C:2]1[CH:7]=[C:6]([C:8]2[CH:13]=[CH:12][C:11]([Br:14])=[CH:10][CH:9]=2)[NH:5][C:4](=[S:15])[N:3]=1.I[CH2:17][CH3:18].C(=O)(O)[O-].[Na+].O, predict the reaction product. The product is: [Br:14][C:11]1[CH:10]=[CH:9][C:8]([C:6]2[N:5]=[C:4]([S:15][CH2:17][CH3:18])[N:3]=[C:2]([NH2:1])[CH:7]=2)=[CH:13][CH:12]=1. (5) Given the reactants Br[C:2]1[C:3](=[O:22])[CH2:4][CH2:5][C:6]2([CH2:18][CH2:19][CH2:20][CH3:21])[C:14]=1[C:13]1[C:8](=[C:9]([Cl:17])[C:10]([O:15][CH3:16])=[CH:11][CH:12]=1)[CH2:7]2.[Cu][C:24]#[N:25], predict the reaction product. The product is: [CH2:18]([C:6]12[CH2:5][CH2:4][C:3](=[O:22])[C:2]([C:24]#[N:25])=[C:14]1[C:13]1[C:8](=[C:9]([Cl:17])[C:10]([O:15][CH3:16])=[CH:11][CH:12]=1)[CH2:7]2)[CH2:19][CH2:20][CH3:21]. (6) Given the reactants [CH:1]1[N:2]=[CH:3][N:4]2[CH:9]=[CH:8][CH:7]=[CH:6][C:5]=12.C([Li])CCC.CN(C)[CH:17]=[O:18], predict the reaction product. The product is: [CH:1]1[N:2]=[C:3]([CH:17]=[O:18])[N:4]2[CH:9]=[CH:8][CH:7]=[CH:6][C:5]=12. (7) Given the reactants C([O:5][C:6]([C:8]1[NH:17][C:16]2[CH2:15][CH2:14][CH2:13][N:12]([CH2:18][CH2:19][N:20]([CH2:23][CH3:24])[CH2:21][CH3:22])[C:11](=[O:25])[C:10]=2[C:9]=1[CH3:26])=O)(C)(C)C.FC(F)(F)C(O)=O.C(OC(OCC)OCC)C, predict the reaction product. The product is: [CH2:23]([N:20]([CH2:21][CH3:22])[CH2:19][CH2:18][N:12]1[CH2:13][CH2:14][CH2:15][C:16]2[NH:17][C:8]([CH:6]=[O:5])=[C:9]([CH3:26])[C:10]=2[C:11]1=[O:25])[CH3:24]. (8) Given the reactants [CH3:1][O:2][C:3]([C:5]1[C:6]([OH:31])=[C:7]2[C:12](=[C:13](Br)[N:14]=1)[N:11]([CH2:16][C:17]1[CH:22]=[CH:21][CH:20]=[CH:19][CH:18]=1)[C:10](=[O:23])[C:9]([CH2:24][C:25]1[CH:30]=[CH:29][CH:28]=[CH:27][CH:26]=1)=[CH:8]2)=[O:4].C([Sn](CCCC)(CCCC)[C:37]1[CH:38]=[N:39][CH:40]=[CH:41][CH:42]=1)CCC.CCOC(C)=O.Cl, predict the reaction product. The product is: [CH3:1][O:2][C:3]([C:5]1[C:6]([OH:31])=[C:7]2[C:12](=[C:13]([C:37]3[CH:38]=[N:39][CH:40]=[CH:41][CH:42]=3)[N:14]=1)[N:11]([CH2:16][C:17]1[CH:22]=[CH:21][CH:20]=[CH:19][CH:18]=1)[C:10](=[O:23])[C:9]([CH2:24][C:25]1[CH:30]=[CH:29][CH:28]=[CH:27][CH:26]=1)=[CH:8]2)=[O:4]. (9) Given the reactants [F:1][C:2]1[CH:7]=[CH:6][C:5]([NH:8][C:9]2[N:13]([CH3:14])[C:12]3[CH:15]=[CH:16][C:17]([O:19][C:20]4[CH:25]=[CH:24][N:23]=[C:22]([C:26](O)=O)[CH:21]=4)=[CH:18][C:11]=3[N:10]=2)=[CH:4][CH:3]=1.CCN=C=NCCCN(C)C.Cl.C1C=NC2N(O)N=NC=2C=1.C(N(C(C)C)CC)(C)C.[C:60]1([NH2:67])[CH:65]=[CH:64][CH:63]=[CH:62][C:61]=1[NH2:66].C([O-])(=O)C.[Na+], predict the reaction product. The product is: [NH:66]1[C:61]2[CH:62]=[CH:63][CH:64]=[CH:65][C:60]=2[N:67]=[C:26]1[C:22]1[CH:21]=[C:20]([O:19][C:17]2[CH:16]=[CH:15][C:12]3[N:13]([CH3:14])[C:9]([NH:8][C:5]4[CH:4]=[CH:3][C:2]([F:1])=[CH:7][CH:6]=4)=[N:10][C:11]=3[CH:18]=2)[CH:25]=[CH:24][N:23]=1. (10) Given the reactants [SH:1][C:2]1[S:3][C:4]2[CH:10]=[CH:9][C:8]([C:11]#[N:12])=[CH:7][C:5]=2[N:6]=1.[Cl:13][C:14]1[CH:19]=[C:18]([N+:20]([O-:22])=[O:21])[CH:17]=[CH:16][C:15]=1F.[H-].[Na+], predict the reaction product. The product is: [Cl:13][C:14]1[CH:19]=[C:18]([N+:20]([O-:22])=[O:21])[CH:17]=[CH:16][C:15]=1[S:1][C:2]1[S:3][C:4]2[CH:10]=[CH:9][C:8]([C:11]#[N:12])=[CH:7][C:5]=2[N:6]=1.